From a dataset of Full USPTO retrosynthesis dataset with 1.9M reactions from patents (1976-2016). Predict the reactants needed to synthesize the given product. (1) The reactants are: [Br:1][C:2]1[CH:7]=[CH:6][C:5]([CH3:8])=[C:4]([N+:9]([O-])=O)[CH:3]=1.[CH:12]([Mg]Br)=[CH2:13]. Given the product [Br:1][C:2]1[CH:7]=[CH:6][C:5]([CH3:8])=[C:4]2[C:3]=1[CH:12]=[CH:13][NH:9]2, predict the reactants needed to synthesize it. (2) Given the product [CH3:28][O:27][C:22]1[CH:21]=[C:20]([O:29][CH3:30])[CH:19]=[C:18]2[C:23]=1[C:24](=[O:26])[NH:25][C:16]([C:13]1[CH:14]=[CH:15][C:10]([N:7]3[CH2:6][CH2:5][NH:4][CH2:9][CH2:8]3)=[CH:11][CH:12]=1)=[N:17]2, predict the reactants needed to synthesize it. The reactants are: C([N:4]1[CH2:9][CH2:8][N:7]([C:10]2[CH:15]=[CH:14][C:13]([C:16]3[NH:25][C:24](=[O:26])[C:23]4[C:18](=[CH:19][C:20]([O:29][CH3:30])=[CH:21][C:22]=4[O:27][CH3:28])[N:17]=3)=[CH:12][CH:11]=2)[CH2:6][CH2:5]1)(=O)C.[OH-].[Na+]. (3) Given the product [NH2:1][C:2]1[CH:15]=[CH:14][C:13]([I:16])=[CH:12][C:3]=1[C:4]([C:6]1[CH:11]=[CH:10][CH:9]=[CH:8][CH:7]=1)=[O:5], predict the reactants needed to synthesize it. The reactants are: [NH2:1][C:2]1[CH:15]=[CH:14][CH:13]=[CH:12][C:3]=1[C:4]([C:6]1[CH:11]=[CH:10][CH:9]=[CH:8][CH:7]=1)=[O:5].[I:16]Cl.[O-]S([O-])(=O)=O.[Na+].[Na+]. (4) Given the product [F:1][C:2]1[CH:3]=[CH:4][C:5]([C:8](=[O:15])[CH:9]([CH2:22][C:21]2[CH:20]=[CH:19][C:18]([C:17]([F:16])([F:26])[F:27])=[CH:25][CH:24]=2)[C:10]([O:12][CH2:13][CH3:14])=[O:11])=[CH:6][CH:7]=1, predict the reactants needed to synthesize it. The reactants are: [F:1][C:2]1[CH:7]=[CH:6][C:5]([C:8](=[O:15])[CH2:9][C:10]([O:12][CH2:13][CH3:14])=[O:11])=[CH:4][CH:3]=1.[F:16][C:17]([F:27])([F:26])[C:18]1[CH:25]=[CH:24][C:21]([CH2:22]Br)=[CH:20][CH:19]=1.C(=O)([O-])[O-].[K+].[K+]. (5) Given the product [CH:1]1([CH2:7][NH:8][C:9]2[N:14]3[N:15]=[CH:16][C:17]([C:18]([NH:39][S:36]([CH3:35])(=[O:38])=[O:37])=[O:19])=[C:13]3[N:12]=[CH:11][C:10]=2[C:21]([N:23]2[CH2:28][CH2:27][CH:26]([C:29]3[CH:34]=[CH:33][CH:32]=[CH:31][CH:30]=3)[CH2:25][CH2:24]2)=[O:22])[CH2:2][CH2:3][CH2:4][CH2:5][CH2:6]1, predict the reactants needed to synthesize it. The reactants are: [CH:1]1([CH2:7][NH:8][C:9]2[N:14]3[N:15]=[CH:16][C:17]([C:18](O)=[O:19])=[C:13]3[N:12]=[CH:11][C:10]=2[C:21]([N:23]2[CH2:28][CH2:27][CH:26]([C:29]3[CH:34]=[CH:33][CH:32]=[CH:31][CH:30]=3)[CH2:25][CH2:24]2)=[O:22])[CH2:6][CH2:5][CH2:4][CH2:3][CH2:2]1.[CH3:35][S:36]([NH2:39])(=[O:38])=[O:37]. (6) The reactants are: [ClH:1].[NH:2]1[CH2:7][CH2:6][CH:5]([N:8]2[C:12]3[CH:13]=[C:14]([O:17][C:18]([F:21])([F:20])[F:19])[CH:15]=[CH:16][C:11]=3[NH:10][C:9]2=[O:22])[CH2:4][CH2:3]1.[O:23]1[CH2:28][CH2:27][C:26](=O)[CH2:25][CH2:24]1.C(O[BH-](OC(=O)C)OC(=O)C)(=O)C.[Na+].[Cl-].[NH4+]. Given the product [ClH:1].[O:23]1[CH2:28][CH2:27][CH:26]([N:2]2[CH2:7][CH2:6][CH:5]([N:8]3[C:12]4[CH:13]=[C:14]([O:17][C:18]([F:19])([F:21])[F:20])[CH:15]=[CH:16][C:11]=4[NH:10][C:9]3=[O:22])[CH2:4][CH2:3]2)[CH2:25][CH2:24]1, predict the reactants needed to synthesize it. (7) Given the product [C:21]([N:18]1[CH2:17][CH2:16][N:15]([C:9]2[C:10]([C:12](=[O:14])[CH3:13])=[CH:11][C:2]([Cl:1])=[C:3]3[C:8]=2[N:7]=[CH:6][CH:5]=[CH:4]3)[CH2:20][CH2:19]1)(=[O:28])[C:22]1[CH:27]=[CH:26][CH:25]=[CH:24][CH:23]=1, predict the reactants needed to synthesize it. The reactants are: [Cl:1][C:2]1[CH:11]=[C:10]([C:12](=[O:14])[CH3:13])[C:9]([N:15]2[CH2:20][CH2:19][NH:18][CH2:17][CH2:16]2)=[C:8]2[C:3]=1[CH:4]=[CH:5][CH:6]=[N:7]2.[C:21](Cl)(=[O:28])[C:22]1[CH:27]=[CH:26][CH:25]=[CH:24][CH:23]=1.C(N(CC)CC)C.